This data is from Forward reaction prediction with 1.9M reactions from USPTO patents (1976-2016). The task is: Predict the product of the given reaction. (1) Given the reactants [NH2:1][C:2]1[CH:10]=[C:9]2[C:5]([CH2:6][C:7](=[O:11])[NH:8]2)=[CH:4][C:3]=1[F:12].N1CCCCC1.Cl[C:20]([CH:22]([O:24][C:25](=[O:27])[CH3:26])[CH3:23])=[O:21], predict the reaction product. The product is: [F:12][C:3]1[CH:4]=[C:5]2[C:9](=[CH:10][C:2]=1[NH:1][C:20]([CH:22]([O:24][C:25](=[O:27])[CH3:26])[CH3:23])=[O:21])[NH:8][C:7](=[O:11])[CH2:6]2. (2) Given the reactants [CH3:1][O:2][C:3](=[O:15])/[CH:4]=[CH:5]/[C:6]1[CH:11]=[CH:10][C:9](B(O)O)=[CH:8][CH:7]=1.I[C:17]1[N:22]=[C:21]([NH2:23])[N:20]=[C:19]([NH:24][CH3:25])[CH:18]=1, predict the reaction product. The product is: [NH2:23][C:21]1[N:22]=[C:17]([C:9]2[CH:10]=[CH:11][C:6](/[CH:5]=[CH:4]/[C:3]([O:2][CH3:1])=[O:15])=[CH:7][CH:8]=2)[CH:18]=[C:19]([NH:24][CH3:25])[N:20]=1. (3) The product is: [Br:1][C:2]1[CH:3]=[C:4]([NH:10][S:14]([CH:11]2[CH2:13][CH2:12]2)(=[O:16])=[O:15])[C:5]([O:8][CH3:9])=[N:6][CH:7]=1. Given the reactants [Br:1][C:2]1[CH:3]=[C:4]([NH2:10])[C:5]([O:8][CH3:9])=[N:6][CH:7]=1.[CH:11]1([S:14](Cl)(=[O:16])=[O:15])[CH2:13][CH2:12]1, predict the reaction product. (4) Given the reactants [CH2:1]([O:3][C:4]([C:6]1[CH:10]=[C:9]([NH2:11])[N:8]([CH2:12][C:13]2[CH:18]=[CH:17][CH:16]=[CH:15][C:14]=2[F:19])[N:7]=1)=[O:5])[CH3:2].CN(C)[CH:22]=[C:23]([F:26])[CH:24]=O.FC(F)(F)C(O)=O, predict the reaction product. The product is: [CH2:1]([O:3][C:4]([C:6]1[C:10]2[C:9](=[N:11][CH:22]=[C:23]([F:26])[CH:24]=2)[N:8]([CH2:12][C:13]2[CH:18]=[CH:17][CH:16]=[CH:15][C:14]=2[F:19])[N:7]=1)=[O:5])[CH3:2]. (5) Given the reactants [NH2:1][CH2:2][C:3]1[CH:8]=[CH:7][C:6]([CH:9]2[N:12]([C:13]3[CH:18]=[CH:17][C:16]([F:19])=[CH:15][CH:14]=3)[C:11](=[O:20])[CH:10]2[CH2:21][CH2:22][CH:23]([C:25]2[CH:30]=[CH:29][C:28]([F:31])=[CH:27][CH:26]=2)[OH:24])=[CH:5][CH:4]=1.[OH:32][CH:33]([CH:47]([OH:54])[CH:48]([OH:53])[CH:49]([OH:52])[CH2:50][OH:51])[CH2:34][NH:35][CH2:36][C:37]1[CH:42]=[CH:41][C:40]([CH2:43][C:44](O)=[O:45])=[CH:39][CH:38]=1, predict the reaction product. The product is: [F:19][C:16]1[CH:15]=[CH:14][C:13]([N:12]2[C:11](=[O:20])[CH:10]([CH2:21][CH2:22][CH:23]([C:25]3[CH:26]=[CH:27][C:28]([F:31])=[CH:29][CH:30]=3)[OH:24])[CH:9]2[C:6]2[CH:7]=[CH:8][C:3]([CH2:2][NH:1][C:44](=[O:45])[CH2:43][C:40]3[CH:39]=[CH:38][C:37]([CH2:36][NH:35][CH2:34][CH:33]([OH:32])[CH:47]([OH:54])[CH:48]([OH:53])[CH:49]([OH:52])[CH2:50][OH:51])=[CH:42][CH:41]=3)=[CH:4][CH:5]=2)=[CH:18][CH:17]=1. (6) The product is: [N:26]1([C:32]2[N:37]=[CH:36][C:35]([NH:38][C:9]([C:11]3[O:15][C:14]([C:16]4[CH:21]=[CH:20][CH:19]=[CH:18][C:17]=4[Cl:22])=[N:13][C:12]=3[CH2:23][CH2:24][CH3:25])=[O:10])=[CH:34][CH:33]=2)[CH2:31][CH2:30][O:29][CH2:28][CH2:27]1. Given the reactants O=C1CCC(=O)N1O[C:9]([C:11]1[O:15][C:14]([C:16]2[CH:21]=[CH:20][CH:19]=[CH:18][C:17]=2[Cl:22])=[N:13][C:12]=1[CH2:23][CH2:24][CH3:25])=[O:10].[N:26]1([C:32]2[N:37]=[CH:36][C:35]([NH2:38])=[CH:34][CH:33]=2)[CH2:31][CH2:30][O:29][CH2:28][CH2:27]1, predict the reaction product. (7) The product is: [ClH:16].[Cl:16][C:17]1[CH:18]=[C:19]2[C:24](=[CH:25][CH:26]=1)[CH:23]=[C:22]([S:27]([N:30]1[CH2:35][CH2:34][N:33]([C:11]([C:9]3[S:8][C:5]4[CH2:6][NH:7][CH:2]([CH3:1])[CH2:3][C:4]=4[N:10]=3)=[O:13])[CH:32]([C:36](=[O:41])[NH:37][CH:38]([CH3:39])[CH3:40])[CH2:31]1)(=[O:28])=[O:29])[CH:21]=[CH:20]2. Given the reactants [CH3:1][CH:2]1[NH:7][CH2:6][C:5]2[S:8][C:9]([C:11]([O-:13])=O)=[N:10][C:4]=2[CH2:3]1.[Li+].Cl.[Cl:16][C:17]1[CH:18]=[C:19]2[C:24](=[CH:25][CH:26]=1)[CH:23]=[C:22]([S:27]([N:30]1[CH2:35][CH2:34][NH:33][CH:32]([C:36](=[O:41])[NH:37][CH:38]([CH3:40])[CH3:39])[CH2:31]1)(=[O:29])=[O:28])[CH:21]=[CH:20]2, predict the reaction product. (8) Given the reactants [Na].S(O)(O)(=O)=O.[NH2:7][C:8](=[NH:15])[NH:9][CH2:10][CH2:11][CH2:12][CH2:13][NH2:14], predict the reaction product. The product is: [NH2:15][C:8](=[NH:7])[NH:9][CH2:10][CH2:11][CH2:12][CH2:13][NH2:14]. (9) Given the reactants [CH3:1][C:2]([CH3:15])([CH2:7][O:8][CH:9]1[CH2:14][CH2:13][CH2:12][CH2:11][O:10]1)[CH2:3][CH2:4][CH:5]=O.Cl.[CH3:17][NH2:18].[C-:19]#[N:20].[Na+].[C:22](O[C:22]([O:24][C:25]([CH3:28])([CH3:27])[CH3:26])=[O:23])([O:24][C:25]([CH3:28])([CH3:27])[CH3:26])=[O:23], predict the reaction product. The product is: [C:17]([CH:5]([N:20]([CH3:19])[C:22](=[O:23])[O:24][C:25]([CH3:28])([CH3:27])[CH3:26])[CH2:4][CH2:3][C:2]([CH3:15])([CH3:1])[CH2:7][O:8][CH:9]1[CH2:14][CH2:13][CH2:12][CH2:11][O:10]1)#[N:18].